This data is from Catalyst prediction with 721,799 reactions and 888 catalyst types from USPTO. The task is: Predict which catalyst facilitates the given reaction. (1) The catalyst class is: 3. Product: [Br:18][C:15]1[CH:16]=[CH:17][C:10]2[S:9](=[O:20])(=[O:19])[N:8]([CH2:7][CH2:6][N:33]3[CH2:32][CH2:31][N:30]([C:34]([O:36][C:37]([CH3:39])([CH3:38])[CH3:40])=[O:35])[CH2:29][C:28]3=[O:27])[CH:12]([CH3:13])[C:11]=2[CH:14]=1. Reactant: CS(O[CH2:6][CH2:7][N:8]1[CH:12]([CH3:13])[C:11]2[CH:14]=[C:15]([Br:18])[CH:16]=[CH:17][C:10]=2[S:9]1(=[O:20])=[O:19])(=O)=O.CC([O-])(C)C.[K+].[O:27]=[C:28]1[NH:33][CH2:32][CH2:31][N:30]([C:34]([O:36][C:37]([CH3:40])([CH3:39])[CH3:38])=[O:35])[CH2:29]1.O. (2) Reactant: C([N:8]1[CH2:13][CH:12]([CH3:14])[O:11][CH:10]([CH3:15])[CH2:9]1)C1C=CC=CC=1.[C:16]([OH:19])(=[O:18])[CH3:17]. Product: [C:16]([OH:19])(=[O:18])[CH3:17].[CH3:15][CH:10]1[O:11][CH:12]([CH3:14])[CH2:13][NH:8][CH2:9]1. The catalyst class is: 261. (3) Reactant: [Cl:1][C:2]1[C:7]([O:8][CH3:9])=[CH:6][C:5]([O:10][CH3:11])=[C:4]([Cl:12])[C:3]=1[C:13]1[C:26](=[O:27])[N:25]([CH2:28][CH2:29][O:30][CH:31]2[CH2:34][N:33]([C:35]([O:37][C:38]([CH3:41])([CH3:40])[CH3:39])=[O:36])[CH2:32]2)[C:16]2[N:17]=[C:18](S(C)(=O)=O)[N:19]=[CH:20][C:15]=2[CH:14]=1.[CH3:42][NH2:43]. Product: [Cl:1][C:2]1[C:7]([O:8][CH3:9])=[CH:6][C:5]([O:10][CH3:11])=[C:4]([Cl:12])[C:3]=1[C:13]1[C:26](=[O:27])[N:25]([CH2:28][CH2:29][O:30][CH:31]2[CH2:34][N:33]([C:35]([O:37][C:38]([CH3:41])([CH3:40])[CH3:39])=[O:36])[CH2:32]2)[C:16]2[N:17]=[C:18]([NH:43][CH3:42])[N:19]=[CH:20][C:15]=2[CH:14]=1. The catalyst class is: 218. (4) Reactant: [Cl:1][C:2]1[CH:7]=[C:6]([Cl:8])[CH:5]=[CH:4][C:3]=1[S:9]([NH:12][CH2:13][CH2:14][CH2:15][CH2:16][N:17]([CH2:24][C@@H:25]([OH:29])[CH2:26][O:27][CH3:28])[C:18]([NH:20][CH:21]([CH3:23])[CH3:22])=[O:19])(=[O:11])=[O:10].[H-].[Na+].[N:32]([C:35]1[CH:40]=[CH:39][CH:38]=[CH:37][CH:36]=1)=[C:33]=[O:34]. Product: [C:35]1([NH:32][C:33](=[O:34])[O:29][C@@H:25]([CH2:26][O:27][CH3:28])[CH2:24][N:17]([CH2:16][CH2:15][CH2:14][CH2:13][NH:12][S:9]([C:3]2[CH:4]=[CH:5][C:6]([Cl:8])=[CH:7][C:2]=2[Cl:1])(=[O:11])=[O:10])[C:18]([NH:20][CH:21]([CH3:23])[CH3:22])=[O:19])[CH:40]=[CH:39][CH:38]=[CH:37][CH:36]=1. The catalyst class is: 1. (5) Reactant: [C:1]1([CH2:7][O:8][C:9]2[CH:10]=[C:11]([CH:15]=[C:16]([O:18][CH:19]3[CH2:24][CH2:23][O:22][CH2:21][CH2:20]3)[CH:17]=2)[C:12](O)=[O:13])[CH:6]=[CH:5][CH:4]=[CH:3][CH:2]=1.[CH3:25][N:26]1[CH:30]=[CH:29][C:28]([NH2:31])=[N:27]1.CN(C(ON1N=NC2C=CC=NC1=2)=[N+](C)C)C.F[P-](F)(F)(F)(F)F.CCN(C(C)C)C(C)C. Product: [CH3:25][N:26]1[CH:30]=[CH:29][C:28]([NH:31][C:12](=[O:13])[C:11]2[CH:15]=[C:16]([O:18][CH:19]3[CH2:20][CH2:21][O:22][CH2:23][CH2:24]3)[CH:17]=[C:9]([O:8][CH2:7][C:1]3[CH:2]=[CH:3][CH:4]=[CH:5][CH:6]=3)[CH:10]=2)=[N:27]1. The catalyst class is: 3. (6) Reactant: [Cl:1][C:2]1[CH:7]=[CH:6][C:5]([C@H:8]([NH:10][S@](C(C)(C)C)=O)[CH3:9])=[C:4]([F:17])[CH:3]=1.Cl.O1CCOCC1. Product: [Cl:1][C:2]1[CH:7]=[CH:6][C:5]([C@H:8]([NH2:10])[CH3:9])=[C:4]([F:17])[CH:3]=1. The catalyst class is: 5. (7) Reactant: [CH2:1]([O:8][CH2:9][C:10](=[N:12][S:13]([C:15]([CH3:18])([CH3:17])[CH3:16])=[O:14])[CH3:11])[C:2]1[CH:7]=[CH:6][CH:5]=[CH:4][CH:3]=1.[F-].[Cs+].C[Si]([C:25]#[N:26])(C)C.[O-][Mn](=O)(=O)=O.[K+]. Product: [CH2:1]([O:8][CH2:9][C:10]([NH:12][S:13]([C:15]([CH3:18])([CH3:17])[CH3:16])=[O:14])([C:25]#[N:26])[CH3:11])[C:2]1[CH:7]=[CH:6][CH:5]=[CH:4][CH:3]=1. The catalyst class is: 56. (8) Reactant: [OH:1][C:2]1[CH:9]=[CH:8][C:5]([CH:6]=[O:7])=[CH:4][C:3]=1[N+:10]([O-:12])=[O:11].Br[CH2:14][CH2:15][CH2:16][CH2:17][CH2:18][CH2:19][CH2:20][CH3:21].C([O-])([O-])=O.[K+].[K+]. Product: [CH2:14]([O:1][C:2]1[CH:9]=[CH:8][C:5]([CH:6]=[O:7])=[CH:4][C:3]=1[N+:10]([O-:12])=[O:11])[CH2:15][CH2:16][CH2:17][CH2:18][CH2:19][CH2:20][CH3:21]. The catalyst class is: 575. (9) Reactant: [C:1]([C:3]1[CH:4]=[C:5]([C:13]2[O:17][N:16]=[C:15]([C:18]3[C:28]4[O:27][CH2:26][CH2:25][N:24]([C:29]([O:31][C:32]([CH3:35])([CH3:34])[CH3:33])=[O:30])[CH:23]([CH2:36][CH2:37][CH2:38][C:39]([O:41]CC)=[O:40])[C:22]=4[CH:21]=[CH:20][CH:19]=3)[N:14]=2)[CH:6]=[CH:7][C:8]=1[O:9][CH:10]([CH3:12])[CH3:11])#[N:2].[OH-].[Na+]. Product: [C:1]([C:3]1[CH:4]=[C:5]([C:13]2[O:17][N:16]=[C:15]([C:18]3[C:28]4[O:27][CH2:26][CH2:25][N:24]([C:29]([O:31][C:32]([CH3:33])([CH3:34])[CH3:35])=[O:30])[CH:23]([CH2:36][CH2:37][CH2:38][C:39]([OH:41])=[O:40])[C:22]=4[CH:21]=[CH:20][CH:19]=3)[N:14]=2)[CH:6]=[CH:7][C:8]=1[O:9][CH:10]([CH3:12])[CH3:11])#[N:2]. The catalyst class is: 8.